This data is from Catalyst prediction with 721,799 reactions and 888 catalyst types from USPTO. The task is: Predict which catalyst facilitates the given reaction. (1) Reactant: [Cl:1][C:2]1[CH:7]=[CH:6][C:5]([S:8]([NH:11][C:12]2[CH:13]=[CH:14][CH:15]=[C:16]3[C:21]=2[N:20]=[CH:19][CH:18]=[CH:17]3)(=[O:10])=[O:9])=[C:4]([N+:22]([O-])=O)[CH:3]=1.Cl[Sn]Cl. Product: [NH2:22][C:4]1[CH:3]=[C:2]([Cl:1])[CH:7]=[CH:6][C:5]=1[S:8]([NH:11][C:12]1[CH:13]=[CH:14][CH:15]=[C:16]2[C:21]=1[N:20]=[CH:19][CH:18]=[CH:17]2)(=[O:9])=[O:10]. The catalyst class is: 422. (2) Reactant: [OH:1][CH2:2][C:3]1[CH:4]=[C:5]([CH3:11])[C:6]([C:9]#[N:10])=[N:7][CH:8]=1. Product: [CH:2]([C:3]1[CH:4]=[C:5]([CH3:11])[C:6]([C:9]#[N:10])=[N:7][CH:8]=1)=[O:1]. The catalyst class is: 177. (3) Reactant: [C:1]([C:3]1[CH2:7][N:6]([C:8]([O:10][C:11]([CH3:14])([CH3:13])[CH3:12])=[O:9])[C:5]([CH3:16])([CH3:15])[C:4]=1O)#[N:2].O.[NH2:19][NH2:20].CC(O)=O. Product: [NH2:2][C:1]1[NH:20][N:19]=[C:4]2[C:5]([CH3:16])([CH3:15])[N:6]([C:8]([O:10][C:11]([CH3:14])([CH3:13])[CH3:12])=[O:9])[CH2:7][C:3]=12. The catalyst class is: 8. (4) Reactant: [CH2:1]([N:3]1[CH2:8][CH2:7][N:6]([CH2:9][C:10]2[CH:15]=[CH:14][C:13]([NH:16][C:17]([N:19]3[C:27]4[C:22](=[CH:23][C:24]([O:28][C:29]5[CH:34]=[C:33]([N:35]=[N+]=[N-])[N:32]=[CH:31][N:30]=5)=[CH:25][CH:26]=4)[CH2:21][CH2:20]3)=[O:18])=[CH:12][CH:11]=2)[CH2:5][CH2:4]1)[CH3:2].C(Cl)Cl.CO. Product: [CH2:1]([N:3]1[CH2:4][CH2:5][N:6]([CH2:9][C:10]2[CH:15]=[CH:14][C:13]([NH:16][C:17]([N:19]3[C:27]4[C:22](=[CH:23][C:24]([O:28][C:29]5[CH:34]=[C:33]([NH2:35])[N:32]=[CH:31][N:30]=5)=[CH:25][CH:26]=4)[CH2:21][CH2:20]3)=[O:18])=[CH:12][CH:11]=2)[CH2:7][CH2:8]1)[CH3:2]. The catalyst class is: 123. (5) Reactant: [CH2:1]([OH:13])[CH2:2][CH2:3][CH2:4][CH2:5][CH2:6][CH2:7][CH2:8][CH2:9][CH2:10][CH2:11][CH3:12].[C:14]1(=[O:21])[O:20][C:18](=[O:19])[CH2:17][C:15]1=[CH2:16].[O-2].[Zn+2:23].CO. Product: [CH2:1]([O:13][C:14](=[O:21])[C:15]([CH2:17][C:18]([O:20][CH2:12][CH2:11][CH2:10][CH2:9][CH2:8][CH2:7][CH2:6][CH2:5][CH2:4][CH2:3][CH2:2][CH3:1])=[O:19])=[CH2:16])[CH2:2][CH2:3][CH2:4][CH2:5][CH2:6][CH2:7][CH2:8][CH2:9][CH2:10][CH2:11][CH3:12].[Zn:23]. The catalyst class is: 11. (6) Reactant: Cl[C:2]1[N:7]=[C:6]([C:8]2[C:16]3[C:11](=[CH:12][CH:13]=[CH:14][CH:15]=3)[N:10]([S:17]([C:20]3[CH:25]=[CH:24][CH:23]=[CH:22][CH:21]=3)(=[O:19])=[O:18])[CH:9]=2)[C:5]([Cl:26])=[CH:4][N:3]=1.[NH2:27][CH:28]1[CH2:33][CH2:32][N:31]([CH2:34][C:35]2[CH:40]=[CH:39][C:38]([NH:41][C:42](=[O:44])[CH3:43])=[CH:37][CH:36]=2)[CH2:30][CH2:29]1.Cl.CCN(C(C)C)C(C)C. Product: [Cl:26][C:5]1[C:6]([C:8]2[C:16]3[C:11](=[CH:12][CH:13]=[CH:14][CH:15]=3)[N:10]([S:17]([C:20]3[CH:25]=[CH:24][CH:23]=[CH:22][CH:21]=3)(=[O:19])=[O:18])[CH:9]=2)=[N:7][C:2]([NH:27][CH:28]2[CH2:33][CH2:32][N:31]([CH2:34][C:35]3[CH:40]=[CH:39][C:38]([NH:41][C:42](=[O:44])[CH3:43])=[CH:37][CH:36]=3)[CH2:30][CH2:29]2)=[N:3][CH:4]=1. The catalyst class is: 296. (7) Reactant: [OH:1][C@@H:2]([C@H:4]1[C:36](=[O:37])[N:6]2[C:7]([C:23]([O:25][CH2:26][C:27]3[CH:32]=[CH:31][C:30]([N+:33]([O-:35])=[O:34])=[CH:29][CH:28]=3)=[O:24])=[C:8]([C:11]3[S:15][C:14]4=[C:16]([S:19][CH2:20][CH2:21][CH3:22])[N:17]=[CH:18][N:13]4[CH:12]=3)[C@H:9]([CH3:10])[C@H:5]12)[CH3:3].[F:38][C:39]([F:46])([F:45])[S:40]([O:43]C)(=[O:42])=[O:41]. Product: [F:38][C:39]([F:46])([F:45])[S:40]([O-:43])(=[O:42])=[O:41].[OH:1][C@@H:2]([C@H:4]1[C:36](=[O:37])[N:6]2[C:7]([C:23]([O:25][CH2:26][C:27]3[CH:28]=[CH:29][C:30]([N+:33]([O-:35])=[O:34])=[CH:31][CH:32]=3)=[O:24])=[C:8]([C:11]3[S:15][C:14]4=[C:16]([S:19][CH2:20][CH2:21][CH3:22])[N:17]([CH3:39])[CH:18]=[N+:13]4[CH:12]=3)[C@H:9]([CH3:10])[C@H:5]12)[CH3:3]. The catalyst class is: 4. (8) Reactant: [C:1]([C:3]1[CH:12]=[CH:11][C:6]([C:7](=O)[CH2:8]Br)=[CH:5][CH:4]=1)#[N:2].[CH3:13][NH:14][C:15]([NH2:17])=[S:16].C(=O)(O)[O-].[Na+]. Product: [CH3:13][NH:14][C:15]1[S:16][CH:8]=[C:7]([C:6]2[CH:11]=[CH:12][C:3]([C:1]#[N:2])=[CH:4][CH:5]=2)[N:17]=1. The catalyst class is: 8. (9) Reactant: [CH3:1][O:2][C:3](=[O:14])[C:4]1[CH:9]=[CH:8][CH:7]=[C:6]([N+:10]([O-:12])=[O:11])[C:5]=1[NH2:13].CCN(CC)CC.[F:22][C:23]([F:34])([F:33])[C:24](O[C:24](=[O:25])[C:23]([F:34])([F:33])[F:22])=[O:25]. Product: [CH3:1][O:2][C:3](=[O:14])[C:4]1[CH:9]=[CH:8][CH:7]=[C:6]([N+:10]([O-:12])=[O:11])[C:5]=1[NH:13][C:24](=[O:25])[C:23]([F:34])([F:33])[F:22]. The catalyst class is: 1. (10) Reactant: [F:1][C:2]1[CH:7]=[CH:6][CH:5]=[C:4]([F:8])[C:3]=1[N:9]1[C:14]2[N:15]=[C:16]([NH:34][CH:35]3[CH2:40][C:39]([CH3:42])([CH3:41])[NH:38][C:37]([CH3:44])([CH3:43])[CH2:36]3)[N:17]=[C:18]([C:19]3[CH:20]=[C:21]([NH:26][C:27]([C:29]4[CH:33]=[CH:32][S:31][CH:30]=4)=[O:28])[CH:22]=[CH:23][C:24]=3[CH3:25])[C:13]=2[CH:12]=[CH:11][C:10]1=[O:45].[BrH:46]. The catalyst class is: 21. Product: [BrH:46].[F:8][C:4]1[CH:5]=[CH:6][CH:7]=[C:2]([F:1])[C:3]=1[N:9]1[C:14]2[N:15]=[C:16]([NH:34][CH:35]3[CH2:36][C:37]([CH3:43])([CH3:44])[NH:38][C:39]([CH3:42])([CH3:41])[CH2:40]3)[N:17]=[C:18]([C:19]3[CH:20]=[C:21]([NH:26][C:27]([C:29]4[CH:33]=[CH:32][S:31][CH:30]=4)=[O:28])[CH:22]=[CH:23][C:24]=3[CH3:25])[C:13]=2[CH:12]=[CH:11][C:10]1=[O:45].